From a dataset of Reaction yield outcomes from USPTO patents with 853,638 reactions. Predict the reaction yield, written as a fraction of the theoretical maximum amount of product (1.0 means a 100% yield; for example, 0.34 means a 34% yield). The reactants are C([O:8][C:9]1[C:14](=[O:15])[N:13]2[CH2:16][CH2:17][N:18]([CH2:19][CH2:20][OH:21])[C:12]2=[N:11][C:10]=1[C:22]([O:24][CH2:25][CH3:26])=[O:23])C1C=CC=CC=1.[H][H]. The catalyst is C(OCC)(=O)C.C(O)C.[Pd]. The product is [OH:8][C:9]1[C:14](=[O:15])[N:13]2[CH2:16][CH2:17][N:18]([CH2:19][CH2:20][OH:21])[C:12]2=[N:11][C:10]=1[C:22]([O:24][CH2:25][CH3:26])=[O:23]. The yield is 1.00.